This data is from PAMPA (Parallel Artificial Membrane Permeability Assay) permeability data from NCATS. The task is: Regression/Classification. Given a drug SMILES string, predict its absorption, distribution, metabolism, or excretion properties. Task type varies by dataset: regression for continuous measurements (e.g., permeability, clearance, half-life) or binary classification for categorical outcomes (e.g., BBB penetration, CYP inhibition). Dataset: pampa_ncats. The drug is CC1=C(C=C(C=C1)C2=NC3=CC=CC=C3C(=C2)C(=O)NC4=CC=C(C=C4)S(=O)(=O)NC5=CC=C(C=C5)C#N)C. The result is 0 (low-to-moderate permeability).